Task: Predict the reaction yield, written as a fraction of the theoretical maximum amount of product (1.0 means a 100% yield; for example, 0.34 means a 34% yield).. Dataset: Reaction yield outcomes from USPTO patents with 853,638 reactions (1) The reactants are Br[C:2]1[CH:7]=[CH:6][C:5]([C@@H:8]([N:10]2[CH2:15][CH2:14][C@@:13]([C:21]3[CH:26]=[CH:25][C:24]([F:27])=[CH:23][CH:22]=3)([CH2:16][C:17]([OH:20])([CH3:19])[CH3:18])[O:12][C:11]2=[O:28])[CH3:9])=[CH:4][CH:3]=1.[CH3:29][C:30]1([CH3:46])[C:34]([CH3:36])([CH3:35])[O:33][B:32]([B:32]2[O:33][C:34]([CH3:36])([CH3:35])[C:30]([CH3:46])([CH3:29])[O:31]2)[O:31]1.CC([O-])=O.[K+]. The catalyst is CS(C)=O.CCOC(C)=O. The product is [F:27][C:24]1[CH:25]=[CH:26][C:21]([C@:13]2([CH2:16][C:17]([OH:20])([CH3:19])[CH3:18])[O:12][C:11](=[O:28])[N:10]([C@H:8]([C:5]3[CH:6]=[CH:7][C:2]([B:32]4[O:33][C:34]([CH3:36])([CH3:35])[C:30]([CH3:46])([CH3:29])[O:31]4)=[CH:3][CH:4]=3)[CH3:9])[CH2:15][CH2:14]2)=[CH:22][CH:23]=1. The yield is 0.990. (2) The product is [CH:26]([NH:29][C:3]([C:5]1[N:6]([CH3:25])[N:7]=[C:8]([O:10][CH2:11][C:12]2[C:13]([C:18]3[CH:23]=[CH:22][C:21]([F:24])=[CH:20][CH:19]=3)=[N:14][O:15][C:16]=2[CH3:17])[CH:9]=1)=[O:2])([CH3:28])[CH3:27]. The reactants are C[O:2][C:3]([C:5]1[N:6]([CH3:25])[N:7]=[C:8]([O:10][CH2:11][C:12]2[C:13]([C:18]3[CH:23]=[CH:22][C:21]([F:24])=[CH:20][CH:19]=3)=[N:14][O:15][C:16]=2[CH3:17])[CH:9]=1)=O.[CH:26]([NH2:29])([CH3:28])[CH3:27]. No catalyst specified. The yield is 0.880. (3) The reactants are [NH:1]1[C:9]2[C:4](=[CH:5][CH:6]=[CH:7][CH:8]=2)[C:3](/[CH:10]=[C:11]2\[O:12][C:13]3[CH:20]=[C:19]([OH:21])[C:18]([C:22]4[CH:27]=[CH:26][CH:25]=[CH:24][CH:23]=4)=[CH:17][C:14]=3[C:15]\2=[O:16])=[CH:2]1.[C:28]([O:32][C:33]([N:35]1[CH2:40][CH2:39][NH:38][CH2:37][CH2:36]1)=[O:34])([CH3:31])([CH3:30])[CH3:29].[CH2:41]=O. The catalyst is CO. The product is [NH:1]1[C:9]2[C:4](=[CH:5][CH:6]=[CH:7][CH:8]=2)[C:3](/[CH:10]=[C:11]2\[O:12][C:13]3[C:20]([CH2:41][N:38]4[CH2:39][CH2:40][N:35]([C:33]([O:32][C:28]([CH3:31])([CH3:29])[CH3:30])=[O:34])[CH2:36][CH2:37]4)=[C:19]([OH:21])[C:18]([C:22]4[CH:27]=[CH:26][CH:25]=[CH:24][CH:23]=4)=[CH:17][C:14]=3[C:15]\2=[O:16])=[CH:2]1. The yield is 0.560. (4) The reactants are [CH2:1]([O:3][C:4]([C:6]1([C:26]([O:28][CH2:29][CH3:30])=[O:27])[CH2:10][CH2:9][CH2:8][N:7]1[C:11]1[CH:12]=[N:13][C:14]([O:17][C:18]2[CH:23]=[CH:22][C:21]([CH:24]=[O:25])=[CH:20][CH:19]=2)=[CH:15][CH:16]=1)=[O:5])[CH3:2].[BH4-].[Na+].C([OH:35])C. No catalyst specified. The product is [CH2:29]([O:28][C:26]([C:6]1([C:4]([O:3][CH2:1][CH3:2])=[O:5])[CH2:10][CH2:9][C:8](=[O:35])[N:7]1[C:11]1[CH:12]=[N:13][C:14]([O:17][C:18]2[CH:23]=[CH:22][C:21]([CH2:24][OH:25])=[CH:20][CH:19]=2)=[CH:15][CH:16]=1)=[O:27])[CH3:30]. The yield is 0.800. (5) The reactants are C[O:2][C:3]([C:5]1[S:9][C:8]2[CH:10]=[CH:11][CH:12]=[CH:13][C:7]=2[C:6]=1[NH2:14])=O.Cl.[Cl:16][C:17]([NH2:19])=[NH:18]. The catalyst is COCCOCCOC. The product is [ClH:16].[NH2:19][C:17]1[N:18]=[C:3]([OH:2])[C:5]2[S:9][C:8]3[CH:10]=[CH:11][CH:12]=[CH:13][C:7]=3[C:6]=2[N:14]=1. The yield is 0.900. (6) The reactants are [CH2:1]([C@H:4]1[N:11]([S:12]([C:15]2[CH:16]=[CH:17][CH:18]=[C:19]3[C:24]=2[N:23]=[CH:22][CH:21]=[CH:20]3)(=[O:14])=[O:13])[CH2:10][C:9]2[CH:25]=[CH:26][CH:27]=[CH:28][C:8]=2[CH2:7][O:6][CH2:5]1)[CH:2]=[CH2:3].[CH2:29]([Zn]CC)C.ICI.[Cl-].[NH4+]. The catalyst is C1COCC1. The product is [CH:2]1([CH2:1][C@H:4]2[N:11]([S:12]([C:15]3[CH:16]=[CH:17][CH:18]=[C:19]4[C:24]=3[N:23]=[CH:22][CH:21]=[CH:20]4)(=[O:14])=[O:13])[CH2:10][C:9]3[CH:25]=[CH:26][CH:27]=[CH:28][C:8]=3[CH2:7][O:6][CH2:5]2)[CH2:29][CH2:3]1. The yield is 0.310. (7) The yield is 0.410. The reactants are Cl[C:2]1[C:3]2[CH:4]=[C:5]3[CH:17]=[C:16]([O:18][CH3:19])[C:15]([O:20][CH2:21][CH2:22][Cl:23])=[CH:14][C:6]3=[N:7][C:8]=2[N:9]=[CH:10][C:11]=1[C:12]#[N:13].[Cl:24][C:25]1[CH:31]=[C:30]([Cl:32])[C:29]([O:33][CH3:34])=[CH:28][C:26]=1[NH2:27]. The catalyst is C(OCCO)C. The product is [Cl:23][CH2:22][CH2:21][O:20][C:15]1[C:16]([O:18][CH3:19])=[CH:17][C:5]2[C:6]([CH:14]=1)=[N:7][C:8]1[N:9]=[CH:10][C:11]([C:12]#[N:13])=[C:2]([NH:27][C:26]3[CH:28]=[C:29]([O:33][CH3:34])[C:30]([Cl:32])=[CH:31][C:25]=3[Cl:24])[C:3]=1[CH:4]=2.